This data is from Catalyst prediction with 721,799 reactions and 888 catalyst types from USPTO. The task is: Predict which catalyst facilitates the given reaction. (1) Reactant: Cl[C:2]1[C:7]([C:8]([OH:10])=[O:9])=[C:6]([F:11])[C:5]([NH:12][S:13]([CH2:16][CH2:17][CH3:18])(=[O:15])=[O:14])=[CH:4][CH:3]=1.[H][H]. Product: [F:11][C:6]1[C:5]([NH:12][S:13]([CH2:16][CH2:17][CH3:18])(=[O:15])=[O:14])=[CH:4][CH:3]=[CH:2][C:7]=1[C:8]([OH:10])=[O:9]. The catalyst class is: 105. (2) Reactant: [O:1]([C:8]1[CH:13]=[CH:12][C:11]([N:14]=[C:15]=[S:16])=[CH:10][CH:9]=1)[C:2]1[CH:7]=[CH:6][CH:5]=[CH:4][CH:3]=1.Cl.[CH3:18][NH:19][O:20][CH2:21][C:22]([OH:24])=[O:23].C(N(CC)CC)C. Product: [O:1]([C:8]1[CH:13]=[CH:12][C:11]([NH:14][C:15]([N:19]([CH3:18])[O:20][CH2:21][C:22]([OH:24])=[O:23])=[S:16])=[CH:10][CH:9]=1)[C:2]1[CH:3]=[CH:4][CH:5]=[CH:6][CH:7]=1. The catalyst class is: 22. (3) Reactant: [CH2:1]1[N:6]([CH2:7][CH2:8][OH:9])[CH2:5][CH2:4][N:3]([CH2:10][CH2:11][S:12]([OH:15])(=[O:14])=[O:13])[CH2:2]1.[Na+].[Cl-].C(N(CC(O)=O)CC(O)=O)CN(CC(O)=O)CC(O)=O.C1[C@H:72]([NH2:73])[C@@H:70](O[C@H]2O[C@H:70]([CH2:72][NH2:73])[C@@H:69](O)[C@H:68]([OH:75])[C@H]2N)[C@H:69](O[C@@H]2O[C@H](CO)[C@@H](O[C@H]3O[C@@H:70]([CH2:72][NH2:73])[C@@H:69](O)[C@H:68]([OH:75])[C@H]3N)[C@H]2O)[C@@H:68]([OH:75])[C@@H]1N. Product: [CH2:5]1[N:6]([CH2:7][CH2:8][OH:9])[CH2:1][CH2:2][N:3]([CH2:10][CH2:11][S:12]([OH:15])(=[O:14])=[O:13])[CH2:4]1.[OH:75][CH2:68][CH2:69][CH:70]1[CH2:72][NH:73][CH2:1][CH2:2][N:3]1[CH2:10][CH2:11][S:12]([OH:15])(=[O:14])=[O:13]. The catalyst class is: 6. (4) Reactant: [ClH:1].[I:2][C:3]1[C:4]([CH3:10])=[CH:5][C:6](N)=[N:7][CH:8]=1.N([O-])=O.[Na+]. Product: [Cl:1][C:6]1[CH:5]=[C:4]([CH3:10])[C:3]([I:2])=[CH:8][N:7]=1. The catalyst class is: 6. (5) Reactant: Cl.O.[OH:3][C:4]12[C:15]3[C:10](=[C:11]([N+:16]([O-])=O)[CH:12]=[CH:13][CH:14]=3)[C:9](=[O:19])[C:8]1([NH:20][C:21](=[O:28])[C:22]1[CH:27]=[CH:26][CH:25]=[N:24][CH:23]=1)[C:7]1[CH:29]=[CH:30][C:31]([CH:33]([CH3:35])[CH3:34])=[CH:32][C:6]=1[O:5]2. Product: [NH2:16][C:11]1[CH:12]=[CH:13][CH:14]=[C:15]2[C:10]=1[C:9](=[O:19])[C:8]1([NH:20][C:21](=[O:28])[C:22]3[CH:27]=[CH:26][CH:25]=[N:24][CH:23]=3)[C:7]3[CH:29]=[CH:30][C:31]([CH:33]([CH3:35])[CH3:34])=[CH:32][C:6]=3[O:5][C:4]12[OH:3]. The catalyst class is: 186. (6) Reactant: FC(F)(F)S(O[C:7]1[CH:15]=[CH:14][C:13]([C:16]2[N:17]([C:32]([O:34][C:35]([CH3:38])([CH3:37])[CH3:36])=[O:33])[C:18]3[C:23]([CH:24]=2)=[CH:22][C:21]([CH2:25][N:26]2[CH2:31][CH2:30][CH2:29][CH2:28][CH2:27]2)=[CH:20][CH:19]=3)=[C:12]2[C:8]=1[CH2:9][NH:10][C:11]2=[O:39])(=O)=O.[OH:42][CH2:43][Sn](CCCC)(CCCC)CCCC.[F-].[NH4+]. Product: [OH:42][CH2:43][C:7]1[CH:15]=[CH:14][C:13]([C:16]2[N:17]([C:32]([O:34][C:35]([CH3:37])([CH3:38])[CH3:36])=[O:33])[C:18]3[C:23]([CH:24]=2)=[CH:22][C:21]([CH2:25][N:26]2[CH2:27][CH2:28][CH2:29][CH2:30][CH2:31]2)=[CH:20][CH:19]=3)=[C:12]2[C:8]=1[CH2:9][NH:10][C:11]2=[O:39]. The catalyst class is: 77. (7) Reactant: [OH-].[Na+:2].[O:3]=[S:4]1(=[O:36])[CH2:9][CH2:8][CH2:7][CH2:6][N:5]1[C:10]1[N:19]=[C:18]([C:20]([NH:22][CH2:23][C:24]2[CH:29]=[CH:28][C:27]([F:30])=[CH:26][C:25]=2[C:31]([NH:33][CH3:34])=[O:32])=[O:21])[C:17]([OH:35])=[C:16]2[C:11]=1[CH:12]=[CH:13][CH:14]=[N:15]2.CC(C)=O.C(#N)C. Product: [O:36]=[S:4]1(=[O:3])[CH2:9][CH2:8][CH2:7][CH2:6][N:5]1[C:10]1[N:19]=[C:18]([C:20]([NH:22][CH2:23][C:24]2[CH:29]=[CH:28][C:27]([F:30])=[CH:26][C:25]=2[C:31]([NH:33][CH3:34])=[O:32])=[O:21])[C:17]([O-:35])=[C:16]2[C:11]=1[CH:12]=[CH:13][CH:14]=[N:15]2.[Na+:2]. The catalyst class is: 6. (8) Reactant: [CH3:1][C:2]1[C:10]2[C:9](=[O:11])[NH:8][C:7]([S:12][CH2:13][CH2:14][CH2:15][N:16]3[CH2:21][CH2:20][N:19]([C:22]4[CH:27]=[CH:26][CH:25]=[CH:24][N:23]=4)[CH2:18][CH2:17]3)=[N:6][C:5]=2[S:4][C:3]=1C(O)=O.C([N:33](CC)CC)C.C1C=CC(P(N=[N+]=[N-])(C2C=CC=CC=2)=O)=CC=1. Product: [NH2:33][C:3]1[S:4][C:5]2[N:6]=[C:7]([S:12][CH2:13][CH2:14][CH2:15][N:16]3[CH2:17][CH2:18][N:19]([C:22]4[CH:27]=[CH:26][CH:25]=[CH:24][N:23]=4)[CH2:20][CH2:21]3)[NH:8][C:9](=[O:11])[C:10]=2[C:2]=1[CH3:1]. The catalyst class is: 107.